Dataset: Full USPTO retrosynthesis dataset with 1.9M reactions from patents (1976-2016). Task: Predict the reactants needed to synthesize the given product. The reactants are: [F:1][C:2]1[CH:7]=[C:6]([CH3:8])[C:5]([S:9][CH2:10][C:11]([F:14])([F:13])[F:12])=[CH:4][C:3]=1[N:15]1[C:20](=[O:21])[C:19]2[CH:22]=[CH:23][CH:24]=[N:25][C:18]=2[N:17]=[C:16]1[CH3:26].ClC1C=CC=C(C(OO)=[O:35])C=1. Given the product [F:1][C:2]1[CH:7]=[C:6]([CH3:8])[C:5]([S:9]([CH2:10][C:11]([F:12])([F:13])[F:14])=[O:35])=[CH:4][C:3]=1[N:15]1[C:20](=[O:21])[C:19]2[CH:22]=[CH:23][CH:24]=[N:25][C:18]=2[N:17]=[C:16]1[CH3:26], predict the reactants needed to synthesize it.